This data is from Reaction yield outcomes from USPTO patents with 853,638 reactions. The task is: Predict the reaction yield, written as a fraction of the theoretical maximum amount of product (1.0 means a 100% yield; for example, 0.34 means a 34% yield). (1) The reactants are [Cl:1][C:2]1[N:7]=[C:6](Cl)[CH:5]=[CH:4][N:3]=1.[CH3:9][N:10]([CH3:20])[C:11]1[N:16]=[CH:15][C:14](B(O)O)=[CH:13][CH:12]=1.C(N(CC)CC)C. The catalyst is ClC1C=C[C-](P(C2C=CC=CC=2)C2C=CC=CC=2)C=1Cl.[C-]1(P(C2C=CC=CC=2)C2C=CC=CC=2)C=CC=C1.[Fe+2].[Pd].C(Cl)Cl.COCCOC. The product is [Cl:1][C:2]1[N:7]=[C:6]([C:14]2[CH:15]=[N:16][C:11]([N:10]([CH3:20])[CH3:9])=[CH:12][CH:13]=2)[CH:5]=[CH:4][N:3]=1. The yield is 0.710. (2) The reactants are [CH3:1][O:2][C:3]([CH:5]1[CH2:13][C:12]2[C:7](=[CH:8][CH:9]=[CH:10][CH:11]=2)[CH2:6]1)=[O:4].[Li+].[CH3:15][Si]([N-][Si](C)(C)C)(C)C.CI. The catalyst is C1COCC1. The product is [CH3:1][O:2][C:3]([C:5]1([CH3:15])[CH2:13][C:12]2[C:7](=[CH:8][CH:9]=[CH:10][CH:11]=2)[CH2:6]1)=[O:4]. The yield is 0.0900. (3) The reactants are [Cl:1][C:2]1[CH:3]=[CH:4][C:5]([O:30][CH3:31])=[C:6]([C:8]2[C:12]([NH:13][C:14]([C:16]3[C:24]4[N:23]=[CH:22][N:21]=[CH:20][C:19]=4[NH:18][N:17]=3)=[O:15])=[CH:11][N:10]([CH:25]([CH3:29])[C:26](O)=[O:27])[N:9]=2)[CH:7]=1.Cl.[O:33]1[CH2:36][CH:35]([NH2:37])[CH2:34]1.C(N(CC)C(C)C)(C)C. The catalyst is CN(C)C=O. The product is [Cl:1][C:2]1[CH:3]=[CH:4][C:5]([O:30][CH3:31])=[C:6]([C:8]2[C:12]([NH:13][C:14]([C:16]3[C:24]4[N:23]=[CH:22][N:21]=[CH:20][C:19]=4[NH:18][N:17]=3)=[O:15])=[CH:11][N:10]([CH:25]([CH3:29])[C:26]([NH:37][CH:35]3[CH2:36][O:33][CH2:34]3)=[O:27])[N:9]=2)[CH:7]=1. The yield is 0.510.